Dataset: Drug-target binding data from BindingDB using Ki measurements. Task: Regression. Given a target protein amino acid sequence and a drug SMILES string, predict the binding affinity score between them. We predict pKi (pKi = -log10(Ki in M); higher means stronger inhibition). Dataset: bindingdb_ki. The compound is NC(=O)CC[C@@H]1NC(=O)[C@H](Cc2ccccc2)NC(=O)[C@H](Cc2ccc(O)cc2)NC(=O)[C@@H](N)CSSC[C@@H](C(=O)N2CCC[C@H]2C(=O)N[C@@H](CCCN=C(N)N)C(=O)NCC(N)=O)NC(=O)[C@H](CC(N)=O)NC1=O. The target protein (P70536) has sequence MEGTPAANWSVELDLGSGVPPGEEGNRTAGPPQRNEALARVEVAVLCLILFLALSGNACVLLALRTTRHKHSRLFFFMKHLSIADLVVAVFQVLPQLLWDITFRFYGPDLLCRLVKYLQVVGMFASTYLLLLMSLDRCLAICQPLRSLRRRTDRLAVLGTWLGCLVASAPQVHIFSLREVADGVFDCWAVFIQPWGPKAYVTWITLAVYIVPVIVLAACYGLISFKIWQNLRLKTAAAAAAAEGNDAAGGAGRAALARVSSVKLISKAKIRTVKMTFIIVLAFIVCWTPFFFVQMWSVWDVNAPKEASAFIIAMLLASLNSCCNPWIYMLFTGHLFHELVQRFFCCSARYLKGSRPGETSVSKKSNSSTFVLSRRSSSQRSCSQPSSA. The pKi is 8.9.